Dataset: Forward reaction prediction with 1.9M reactions from USPTO patents (1976-2016). Task: Predict the product of the given reaction. (1) Given the reactants [CH2:1](I)[CH3:2].[Br:4][C:5]1[C:10]([O:11][CH3:12])=[CH:9][C:8]([C:13]([CH3:18])([CH3:17])[C:14]([OH:16])=[O:15])=[CH:7][C:6]=1[O:19][CH3:20].C(=O)(O)[O-].[Na+].CCCCCC, predict the reaction product. The product is: [Br:4][C:5]1[C:6]([O:19][CH3:20])=[CH:7][C:8]([C:13]([CH3:18])([CH3:17])[C:14]([O:16][CH2:1][CH3:2])=[O:15])=[CH:9][C:10]=1[O:11][CH3:12]. (2) Given the reactants [NH:1]1[CH2:6][CH2:5][C:4]2([O:11][C:10]3[C:12]4[C:17]([C:18](=[O:21])[C:19](=[O:20])[C:9]=3[S:8][CH2:7]2)=[CH:16][CH:15]=[CH:14][CH:13]=4)[CH2:3][CH2:2]1.[O:22]1[CH2:24][CH:23]1[CH2:25][N:26]1[CH2:31][CH2:30][O:29][CH2:28][CH2:27]1, predict the reaction product. The product is: [OH:22][CH:23]([CH2:25][N:26]1[CH2:31][CH2:30][O:29][CH2:28][CH2:27]1)[CH2:24][N:1]1[CH2:2][CH2:3][C:4]2([O:11][C:10]3[C:12]4[C:17]([C:18](=[O:21])[C:19](=[O:20])[C:9]=3[S:8][CH2:7]2)=[CH:16][CH:15]=[CH:14][CH:13]=4)[CH2:5][CH2:6]1. (3) Given the reactants [C:1]([O:5][C:6]([N:8]1[CH2:12][CH2:11][CH:10]([C:13]2[CH:21]=[CH:20][C:19]([C:22]([O:24][CH3:25])=[O:23])=[C:18]3[C:14]=2[CH:15]=[C:16]([CH3:33])[N:17]3C(OC(C)(C)C)=O)[CH2:9]1)=[O:7])([CH3:4])([CH3:3])[CH3:2], predict the reaction product. The product is: [C:1]([O:5][C:6]([N:8]1[CH2:12][CH2:11][CH:10]([C:13]2[CH:21]=[CH:20][C:19]([C:22]([O:24][CH3:25])=[O:23])=[C:18]3[C:14]=2[CH:15]=[C:16]([CH3:33])[NH:17]3)[CH2:9]1)=[O:7])([CH3:4])([CH3:3])[CH3:2]. (4) Given the reactants [OH:1][C:2]1[CH:3]=[C:4]([CH:8]=[C:9]([C:11]([F:14])([F:13])[F:12])[CH:10]=1)[C:5](O)=[O:6].[CH3:15][NH2:16], predict the reaction product. The product is: [OH:1][C:2]1[CH:3]=[C:4]([CH:8]=[C:9]([C:11]([F:14])([F:13])[F:12])[CH:10]=1)[C:5]([NH:16][CH3:15])=[O:6]. (5) Given the reactants [C:1]([OH:10])(=[O:9])[CH2:2][CH2:3][CH2:4][CH2:5][CH2:6][CH2:7][CH3:8].[OH:11][CH2:12][C@@H:13]([C@H:15]([C@@H:17]([C@@H:19]([CH2:21][OH:22])[OH:20])[OH:18])[OH:16])[OH:14].P(=O)(O)(O)O.[OH-].[Ca+2].[OH-], predict the reaction product. The product is: [C:1]([OH:10])(=[O:9])[CH2:2][CH2:3][CH2:4][CH2:5][CH2:6][CH2:7][CH3:8].[OH:22][CH2:21][C@@H:19]([C@H:17]([C@@H:15]([C@@H:13]([CH2:12][OH:11])[OH:14])[OH:16])[OH:18])[OH:20]. (6) The product is: [O:16]=[C:13]1[C:14]2[C:10](=[CH:9][CH:8]=[C:7]([C:5]3[S:6][C:2]([C:25]4[CH:26]=[C:27]([NH:31][C:32](=[O:38])[O:33][C:34]([CH3:36])([CH3:35])[CH3:37])[CH:28]=[N:29][CH:30]=4)=[CH:3][CH:4]=3)[CH:15]=2)[CH2:11][NH:12]1. Given the reactants I[C:2]1[S:6][C:5]([C:7]2[CH:15]=[C:14]3[C:10]([CH2:11][NH:12][C:13]3=[O:16])=[CH:9][CH:8]=2)=[CH:4][CH:3]=1.CC1(C)C(C)(C)OB([C:25]2[CH:26]=[C:27]([NH:31][C:32](=[O:38])[O:33][C:34]([CH3:37])([CH3:36])[CH3:35])[CH:28]=[N:29][CH:30]=2)O1, predict the reaction product. (7) Given the reactants [O:1]1[CH2:6][CH2:5][CH:4]([CH2:7]SC(=O)C)[CH2:3][CH2:2]1.[O-]CC.[Na+].Br[C:17]([CH3:24])([CH3:23])[C:18]([O:20][CH2:21][CH3:22])=[O:19].O[O:26][S:27]([O-:29])=O.[K+], predict the reaction product. The product is: [CH2:21]([O:20][C:18](=[O:19])[C:17]([CH3:24])([S:27]([CH2:7][CH:4]1[CH2:5][CH2:6][O:1][CH2:2][CH2:3]1)(=[O:29])=[O:26])[CH3:23])[CH3:22]. (8) Given the reactants [NH3:1].[CH2:2]([O:4][C:5]([C:7]1[C:8]2[S:16][CH:15]=[C:14]([CH2:17][O:18][C:19]3[CH:24]=[C:23]([NH:25][C:26](=[O:38])[C:27]4[CH:32]=[CH:31][C:30]([NH:33][CH2:34][CH2:35][OH:36])=[C:29]([Cl:37])[CH:28]=4)[CH:22]=[CH:21][C:20]=3[CH3:39])[C:9]=2[C:10](Cl)=[N:11][CH:12]=1)=[O:6])[CH3:3], predict the reaction product. The product is: [CH2:2]([O:4][C:5]([C:7]1[C:8]2[S:16][CH:15]=[C:14]([CH2:17][O:18][C:19]3[CH:24]=[C:23]([NH:25][C:26](=[O:38])[C:27]4[CH:32]=[CH:31][C:30]([NH:33][CH2:34][CH2:35][OH:36])=[C:29]([Cl:37])[CH:28]=4)[CH:22]=[CH:21][C:20]=3[CH3:39])[C:9]=2[C:10]([NH2:11])=[N:1][CH:12]=1)=[O:6])[CH3:3].